Dataset: In vitro SARS-CoV-2 activity screen of 1,480 approved drugs from Prestwick library. Task: Binary Classification. Given a drug SMILES string, predict its activity (active/inactive) in a high-throughput screening assay against a specified biological target. (1) The compound is CO/N=C(\C(=O)N[C@@H]1C(=O)N2C(C(=O)[O-])=C(C[n+]3cccc4c3CCC4)CS[C@H]12)c1csc(N)n1. The result is 0 (inactive). (2) The molecule is O=C1c2ccccc2C(=O)C1c1ccccc1. The result is 0 (inactive). (3) The molecule is CCOC(=O)[C@@](C)(N)Cc1ccc(O)c(O)c1.Cl. The result is 0 (inactive). (4) The result is 0 (inactive). The compound is Br.NC(=O)C(c1ccccc1)(c1ccccc1)[C@@H]1CCN(CCc2ccc3c(c2)CCO3)C1.